From a dataset of Full USPTO retrosynthesis dataset with 1.9M reactions from patents (1976-2016). Predict the reactants needed to synthesize the given product. (1) Given the product [CH3:32][NH:31][C:29]([C:10]1[N:11]=[C:12]([NH:17][S:18]([CH2:21][C:22]2[CH:23]=[C:24]([CH3:28])[CH:25]=[CH:26][CH:27]=2)(=[O:19])=[O:20])[N:13]([CH3:16])[C:14](=[O:15])[C:9]=1[OH:8])=[O:30], predict the reactants needed to synthesize it. The reactants are: C([O:8][C:9]1[C:14](=[O:15])[N:13]([CH3:16])[C:12]([NH:17][S:18]([CH2:21][C:22]2[CH:23]=[C:24]([CH3:28])[CH:25]=[CH:26][CH:27]=2)(=[O:20])=[O:19])=[N:11][C:10]=1[C:29]([NH:31][CH3:32])=[O:30])C1C=CC=CC=1. (2) Given the product [Cl:20][C:17]1[CH:18]=[CH:19][C:14]([CH2:13][N:4]2[C:3](=[O:21])[C:2]3[NH:1][CH:22]=[N:8][C:7]=3[N:6]([CH2:9][CH2:10][CH3:11])[C:5]2=[O:12])=[CH:15][CH:16]=1, predict the reactants needed to synthesize it. The reactants are: [NH2:1][C:2]1[C:3](=[O:21])[N:4]([CH2:13][C:14]2[CH:19]=[CH:18][C:17]([Cl:20])=[CH:16][CH:15]=2)[C:5](=[O:12])[N:6]([CH2:9][CH2:10][CH3:11])[C:7]=1[NH2:8].[CH2:22](OC(OCC)OCC)C.